This data is from Forward reaction prediction with 1.9M reactions from USPTO patents (1976-2016). The task is: Predict the product of the given reaction. (1) The product is: [Cl:1][C:2]1[CH:3]=[CH:4][C:5]([C:8]2[C:14]3[CH:15]=[C:16]([O:19][CH3:20])[CH:17]=[CH:18][C:13]=3[N:12]3[C:21]([CH3:24])=[N:22][N:23]=[C:11]3[C@H:10]([CH2:25][C:26]([NH:29][CH2:30][CH2:31][N:32]([CH3:40])[C:33](=[O:39])[O:34][C:35]([CH3:36])([CH3:37])[CH3:38])=[O:28])[N:9]=2)=[CH:6][CH:7]=1. Given the reactants [Cl:1][C:2]1[CH:7]=[CH:6][C:5]([C:8]2[C:14]3[CH:15]=[C:16]([O:19][CH3:20])[CH:17]=[CH:18][C:13]=3[N:12]3[C:21]([CH3:24])=[N:22][N:23]=[C:11]3[C@H:10]([CH2:25][C:26]([OH:28])=O)[N:9]=2)=[CH:4][CH:3]=1.[NH2:29][CH2:30][CH2:31][N:32]([CH3:40])[C:33](=[O:39])[O:34][C:35]([CH3:38])([CH3:37])[CH3:36].CN(C(ON1N=NC2C=CC=NC1=2)=[N+](C)C)C.F[P-](F)(F)(F)(F)F.CCN(C(C)C)C(C)C, predict the reaction product. (2) Given the reactants [CH2:1]([NH:8][CH2:9][CH:10]([O:14][CH2:15][CH3:16])[O:11][CH2:12][CH3:13])[C:2]1[CH:7]=[CH:6][CH:5]=[CH:4][CH:3]=1.[CH:17]1[C:29]2[CH:28]([CH2:30][O:31][C:32]([NH:34][C@@H:35]([CH2:39][C:40]3[CH:45]=[CH:44][C:43]([O:46][C:47]([CH3:50])([CH3:49])[CH3:48])=[CH:42][CH:41]=3)[C:36](O)=[O:37])=[O:33])[C:27]3[C:22](=[CH:23][CH:24]=[CH:25][CH:26]=3)[C:21]=2[CH:20]=[CH:19][CH:18]=1, predict the reaction product. The product is: [CH2:1]([N:8]([CH2:9][CH:10]([O:11][CH2:12][CH3:13])[O:14][CH2:15][CH3:16])[C:36](=[O:37])[C@@H:35]([NH:34][C:32](=[O:33])[O:31][CH2:30][CH:28]1[C:29]2[CH:17]=[CH:18][CH:19]=[CH:20][C:21]=2[C:22]2[C:27]1=[CH:26][CH:25]=[CH:24][CH:23]=2)[CH2:39][C:40]1[CH:45]=[CH:44][C:43]([O:46][C:47]([CH3:50])([CH3:49])[CH3:48])=[CH:42][CH:41]=1)[C:2]1[CH:7]=[CH:6][CH:5]=[CH:4][CH:3]=1. (3) Given the reactants [CH3:1][C:2]1[CH:7]=[CH:6][C:5]([S:8]([O:11][CH2:12][CH:13]2[CH2:17][C:16]3[CH:18]=[CH:19][CH:20]=[C:21]([NH:22][C:23]4[CH:28]=[CH:27][CH:26]=[CH:25][CH:24]=4)[C:15]=3[O:14]2)(=[O:10])=[O:9])=[CH:4][CH:3]=1.Br[C:30]1C=CC(C)=CC=1.CC(C)([O-])C.[Na+], predict the reaction product. The product is: [CH3:1][C:2]1[CH:3]=[CH:4][C:5]([S:8]([O:11][CH2:12][CH:13]2[CH2:17][C:16]3[CH:18]=[CH:19][CH:20]=[C:21]([NH:22][C:23]4[CH:28]=[CH:27][C:26]([CH3:30])=[CH:25][CH:24]=4)[C:15]=3[O:14]2)(=[O:10])=[O:9])=[CH:6][CH:7]=1. (4) Given the reactants F[C:2]1[CH:7]=[C:6]([Br:8])[CH:5]=[CH:4][N:3]=1.[NH2:9][NH2:10], predict the reaction product. The product is: [Br:8][C:6]1[CH:5]=[CH:4][N:3]=[C:2]([NH:9][NH2:10])[CH:7]=1. (5) Given the reactants [Cl:1][C:2]1[CH:7]=[CH:6][C:5]([S:8]([NH:11][CH2:12][C:13]2[CH:18]=[CH:17][C:16]([C:19]#[N:20])=[CH:15][CH:14]=2)(=[O:10])=[O:9])=[CH:4][CH:3]=1.[Cl:21][C:22]1[CH:29]=[CH:28][CH:27]=[CH:26][C:23]=1[CH2:24]Br, predict the reaction product. The product is: [Cl:1][C:2]1[CH:7]=[CH:6][C:5]([S:8]([N:11]([CH2:24][C:23]2[CH:26]=[CH:27][CH:28]=[CH:29][C:22]=2[Cl:21])[CH2:12][C:13]2[CH:18]=[CH:17][C:16]([C:19]#[N:20])=[CH:15][CH:14]=2)(=[O:9])=[O:10])=[CH:4][CH:3]=1. (6) The product is: [CH2:12]([O:1][CH2:5][CH:10]1[O:17][CH2:9]1)[CH:14]1[O:16][CH2:15]1. Given the reactants [OH-:1].[Na+].CN(C)[CH:5]1[CH2:10][CH2:9]CCC1.[CH2:12]([CH:14]1[O:16][CH2:15]1)Cl.[OH2:17], predict the reaction product. (7) Given the reactants [CH3:1][O:2][C:3]1[CH:4]=[C:5]([C:11](=[O:16])[CH2:12][C:13](=[O:15])[CH3:14])[CH:6]=[CH:7][C:8]=1[O:9][CH3:10].C(O)(=O)C.[N:21]([O-])=[O:22].[Na+], predict the reaction product. The product is: [CH3:1][O:2][C:3]1[CH:4]=[C:5]([C:11](=[O:16])[C:12](=[N:21][OH:22])[C:13](=[O:15])[CH3:14])[CH:6]=[CH:7][C:8]=1[O:9][CH3:10].